This data is from Reaction yield outcomes from USPTO patents with 853,638 reactions. The task is: Predict the reaction yield, written as a fraction of the theoretical maximum amount of product (1.0 means a 100% yield; for example, 0.34 means a 34% yield). (1) The reactants are B(Br)(Br)Br.[Br:5][C:6]1[CH:15]=[C:14]2[C:9]([CH:10]=[CH:11][N:12]=[CH:13]2)=[CH:8][C:7]=1[O:16]C.C([O-])(O)=O.[Na+]. The catalyst is ClCCl. The product is [Br:5][C:6]1[CH:15]=[C:14]2[C:9]([CH:10]=[CH:11][N:12]=[CH:13]2)=[CH:8][C:7]=1[OH:16]. The yield is 0.640. (2) The reactants are C(N(CC)CC)C.[Cl:8][C:9]1[C:10]([N:15]2[CH:19]([C:20]([O:22][CH2:23][CH3:24])=[O:21])[CH2:18][C:17](=[O:25])[NH:16]2)=[N:11][CH:12]=[CH:13][CH:14]=1.[C:26]1([CH3:36])[CH:31]=[CH:30][C:29]([S:32](Cl)(=[O:34])=[O:33])=[CH:28][CH:27]=1. The catalyst is ClCCl.C1(C)C=CC(S(Cl)(=O)=O)=CC=1.C(N(CC)CC)C. The product is [Cl:8][C:9]1[C:10]([N:15]2[CH:19]([C:20]([O:22][CH2:23][CH3:24])=[O:21])[CH2:18][C:17]([O:25][S:32]([C:29]3[CH:30]=[CH:31][C:26]([CH3:36])=[CH:27][CH:28]=3)(=[O:34])=[O:33])=[N:16]2)=[N:11][CH:12]=[CH:13][CH:14]=1. The yield is 0.870. (3) The reactants are [CH3:1][CH:2]1[CH2:7][CH:6]([C:8]([O:10][CH3:11])=[O:9])[CH2:5][CH2:4][NH:3]1.[Cl:12][C:13]1[CH:18]=[CH:17][CH:16]=[C:15]([C:19]([F:22])([F:21])[F:20])[C:14]=1[C:23]([N:25]1[C:33]2[C:28](=[C:29]([F:34])[CH:30]=[CH:31][CH:32]=2)[C:27](I)=[N:26]1)=[O:24].C([O-])([O-])=O.[Cs+].[Cs+]. The catalyst is O1CCOCC1.[Pd].CC(OC1C=CC=C(OC(C)C)C=1C1C(P(C2CCCCC2)C2CCCCC2)=CC=CC=1)C. The product is [Cl:12][C:13]1[CH:18]=[CH:17][CH:16]=[C:15]([C:19]([F:20])([F:22])[F:21])[C:14]=1[C:23]([N:25]1[C:33]2[C:28](=[C:29]([F:34])[CH:30]=[CH:31][CH:32]=2)[C:27]([N:3]2[CH2:4][CH2:5][CH:6]([C:8]([O:10][CH3:11])=[O:9])[CH2:7][CH:2]2[CH3:1])=[N:26]1)=[O:24]. The yield is 0.190. (4) The reactants are [CH2:1]([O:3][C:4](=[O:42])[CH2:5][CH2:6][CH2:7][O:8][C:9]1[CH:14]=[CH:13][CH:12]=[C:11]([CH2:15][CH2:16][CH2:17][CH2:18][CH2:19][CH2:20][O:21][C:22]2[CH:27]=[C:26]([S:28]([CH:31]([CH3:33])[CH3:32])(=[O:30])=[O:29])[CH:25]=[C:24](Br)[CH:23]=2)[C:10]=1[CH2:35][CH2:36][C:37]([O:39][CH2:40][CH3:41])=[O:38])[CH3:2].[C:43](=[O:46])([O-])[O-:44].[Cs+].[Cs+]. The catalyst is C1C=CC(P(C2C=CC=CC=2)[C-]2C=CC=C2)=CC=1.C1C=CC(P(C2C=CC=CC=2)[C-]2C=CC=C2)=CC=1.Cl[Pd]Cl.[Fe+2]. The product is [CH2:1]([O:3][C:4](=[O:42])[CH2:5][CH2:6][CH2:7][O:8][C:9]1[CH:14]=[CH:13][CH:12]=[C:11]([CH2:15][CH2:16][CH2:17][CH2:18][CH2:19][CH2:20][O:21][C:22]2[CH:27]=[C:26]([S:28]([CH:31]([CH3:33])[CH3:32])(=[O:30])=[O:29])[CH:25]=[C:24]([C:9]3[CH:14]=[CH:13][C:12]4[O:44][CH2:43][O:46][C:11]=4[CH:10]=3)[CH:23]=2)[C:10]=1[CH2:35][CH2:36][C:37]([O:39][CH2:40][CH3:41])=[O:38])[CH3:2]. The yield is 0.790. (5) The reactants are [Br:1][C:2]1[CH:3]=[C:4]([CH2:8][CH2:9][CH2:10][OH:11])[CH:5]=[CH:6][CH:7]=1.C1(C)C=CC(S(O)(=O)=O)=CC=1.[O:23]1[CH:28]=[CH:27][CH2:26][CH2:25][CH2:24]1. The catalyst is ClCCl. The product is [Br:1][C:2]1[CH:3]=[C:4]([CH2:8][CH2:9][CH2:10][O:11][CH:24]2[CH2:25][CH2:26][CH2:27][CH2:28][O:23]2)[CH:5]=[CH:6][CH:7]=1. The yield is 0.600. (6) The reactants are Br[C:2]([F:15])([F:14])[C:3]([F:13])([F:12])[CH2:4][CH2:5][CH2:6][C:7]([O:9][CH2:10][CH3:11])=[O:8].CO.[BH4-].[Na+]. The catalyst is O1CCCC1. The product is [F:12][C:3]([F:13])([CH:2]([F:14])[F:15])[CH2:4][CH2:5][CH2:6][C:7]([O:9][CH2:10][CH3:11])=[O:8]. The yield is 0.500. (7) The reactants are [F:1][C:2]1[C:10]([O:11]C)=[CH:9][CH:8]=[C:7]2[C:3]=1[CH:4]=[C:5]([CH3:13])[NH:6]2.B(Br)(Br)Br. The catalyst is C(Cl)Cl. The product is [F:1][C:2]1[C:10]([OH:11])=[CH:9][CH:8]=[C:7]2[C:3]=1[CH:4]=[C:5]([CH3:13])[NH:6]2. The yield is 0.700. (8) The reactants are [O:1]([C:8]1[CH:21]=[CH:20][CH:19]=[CH:18][C:9]=1[NH:10][C:11](OC(C)(C)C)=O)[C:2]1[CH:7]=[CH:6][CH:5]=[CH:4][CH:3]=1.[Li]. The catalyst is O1CCCC1. The product is [CH3:11][NH:10][C:9]1[CH:18]=[CH:19][CH:20]=[CH:21][C:8]=1[O:1][C:2]1[CH:7]=[CH:6][CH:5]=[CH:4][CH:3]=1. The yield is 0.940. (9) The yield is 0.630. The reactants are [Br:1][C:2]1[CH:9]=[CH:8][C:5]([CH2:6]Br)=[CH:4][CH:3]=1.C(OP(OCC)OCC)C.[H-].[Na+].[Br:22][C:23]1[CH:30]=[CH:29][C:26]([CH:27]=O)=[CH:25][CH:24]=1. The product is [Br:1][C:2]1[CH:9]=[CH:8][C:5]([CH:6]=[CH:27][C:26]2[CH:29]=[CH:30][C:23]([Br:22])=[CH:24][CH:25]=2)=[CH:4][CH:3]=1. The catalyst is CN(C=O)C. (10) The reactants are [CH:1]1([NH:7][C:8]([C:10]2[C:15]([OH:16])=[CH:14][C:13](=[O:17])[N:12]([CH2:18][C:19]3[CH:24]=[CH:23][C:22]([C:25]([F:28])([F:27])[F:26])=[CH:21][C:20]=3[F:29])[CH:11]=2)=[O:9])[CH2:6][CH2:5][CH2:4][CH2:3][CH2:2]1.FC1C=C(C(F)(F)F)C=CC=1C[N:42]1[C:47](=[O:48])C=C(O)C(C(OC)=O)=C1.C1(N)CCCCC1.Cl.[C:62]([O:65]CC)(=[O:64])[CH3:63]. No catalyst specified. The product is [CH:1]1([NH:7][C:8]([C:10]2[C:15]([OH:16])=[C:14]([C:47]([NH:42][CH2:63][C:62]([OH:65])=[O:64])=[O:48])[C:13](=[O:17])[N:12]([CH2:18][C:19]3[CH:24]=[CH:23][C:22]([C:25]([F:28])([F:26])[F:27])=[CH:21][C:20]=3[F:29])[CH:11]=2)=[O:9])[CH2:6][CH2:5][CH2:4][CH2:3][CH2:2]1. The yield is 0.660.